From a dataset of NCI-60 drug combinations with 297,098 pairs across 59 cell lines. Regression. Given two drug SMILES strings and cell line genomic features, predict the synergy score measuring deviation from expected non-interaction effect. (1) Drug 1: CC12CCC(CC1=CCC3C2CCC4(C3CC=C4C5=CN=CC=C5)C)O. Drug 2: CC1=CC=C(C=C1)C2=CC(=NN2C3=CC=C(C=C3)S(=O)(=O)N)C(F)(F)F. Cell line: OVCAR-8. Synergy scores: CSS=4.69, Synergy_ZIP=-1.22, Synergy_Bliss=0.321, Synergy_Loewe=-0.189, Synergy_HSA=-0.174. (2) Drug 1: CC1=CC2C(CCC3(C2CCC3(C(=O)C)OC(=O)C)C)C4(C1=CC(=O)CC4)C. Drug 2: C1CCC(C(C1)N)N.C(=O)(C(=O)[O-])[O-].[Pt+4]. Cell line: NCI-H322M. Synergy scores: CSS=5.00, Synergy_ZIP=-1.21, Synergy_Bliss=5.92, Synergy_Loewe=1.87, Synergy_HSA=1.87. (3) Drug 1: CC1=C2C(C(=O)C3(C(CC4C(C3C(C(C2(C)C)(CC1OC(=O)C(C(C5=CC=CC=C5)NC(=O)OC(C)(C)C)O)O)OC(=O)C6=CC=CC=C6)(CO4)OC(=O)C)OC)C)OC. Drug 2: CC1CCC2CC(C(=CC=CC=CC(CC(C(=O)C(C(C(=CC(C(=O)CC(OC(=O)C3CCCCN3C(=O)C(=O)C1(O2)O)C(C)CC4CCC(C(C4)OC)O)C)C)O)OC)C)C)C)OC. Cell line: LOX IMVI. Synergy scores: CSS=44.5, Synergy_ZIP=4.50, Synergy_Bliss=5.20, Synergy_Loewe=5.66, Synergy_HSA=11.1. (4) Drug 1: C1=CC=C(C=C1)NC(=O)CCCCCCC(=O)NO. Drug 2: COCCOC1=C(C=C2C(=C1)C(=NC=N2)NC3=CC=CC(=C3)C#C)OCCOC.Cl. Cell line: LOX IMVI. Synergy scores: CSS=-2.34, Synergy_ZIP=-0.245, Synergy_Bliss=-0.867, Synergy_Loewe=-6.61, Synergy_HSA=-6.99. (5) Drug 1: CC=C1C(=O)NC(C(=O)OC2CC(=O)NC(C(=O)NC(CSSCCC=C2)C(=O)N1)C(C)C)C(C)C. Drug 2: CN1C2=C(C=C(C=C2)N(CCCl)CCCl)N=C1CCCC(=O)O.Cl. Cell line: HCC-2998. Synergy scores: CSS=38.8, Synergy_ZIP=-0.207, Synergy_Bliss=0.0425, Synergy_Loewe=-40.7, Synergy_HSA=0.163. (6) Drug 1: COC1=NC(=NC2=C1N=CN2C3C(C(C(O3)CO)O)O)N. Drug 2: CS(=O)(=O)CCNCC1=CC=C(O1)C2=CC3=C(C=C2)N=CN=C3NC4=CC(=C(C=C4)OCC5=CC(=CC=C5)F)Cl. Cell line: BT-549. Synergy scores: CSS=-0.239, Synergy_ZIP=0.126, Synergy_Bliss=0.510, Synergy_Loewe=-2.01, Synergy_HSA=-2.01.